This data is from Full USPTO retrosynthesis dataset with 1.9M reactions from patents (1976-2016). The task is: Predict the reactants needed to synthesize the given product. (1) Given the product [CH3:3][N:2]([CH2:4][C:5]1[CH:6]=[C:7]([CH:10]=[CH:11][C:12]=1[N:13]1[C:17]2=[N:18][CH:19]=[CH:20][C:21]([I:22])=[C:16]2[C:15]([CH:23]([CH3:25])[CH3:24])=[N:14]1)[C:8]([NH2:9])=[O:26])[CH3:1], predict the reactants needed to synthesize it. The reactants are: [CH3:1][N:2]([CH2:4][C:5]1[CH:6]=[C:7]([CH:10]=[CH:11][C:12]=1[N:13]1[C:17]2=[N:18][CH:19]=[CH:20][C:21]([I:22])=[C:16]2[C:15]([CH:23]([CH3:25])[CH3:24])=[N:14]1)[C:8]#[N:9])[CH3:3].[OH:26]O.[OH-].[Na+].O. (2) Given the product [C:26]([N:23]1[CH2:22][CH2:21][N:20]([C:17]2[CH:18]=[CH:19][C:14]([NH:13][C:10]3[N:11]=[CH:12][C:7]4[CH:6]=[C:5]([C:3]([OH:4])=[O:2])[N:29]([CH:30]([CH2:31][CH3:32])[CH2:33][CH3:34])[C:8]=4[N:9]=3)=[CH:15][CH:16]=2)[CH2:25][CH2:24]1)(=[O:28])[CH3:27], predict the reactants needed to synthesize it. The reactants are: C[O:2][C:3]([C:5]1[N:29]([CH:30]([CH2:33][CH3:34])[CH2:31][CH3:32])[C:8]2[N:9]=[C:10]([NH:13][C:14]3[CH:19]=[CH:18][C:17]([N:20]4[CH2:25][CH2:24][N:23]([C:26](=[O:28])[CH3:27])[CH2:22][CH2:21]4)=[CH:16][CH:15]=3)[N:11]=[CH:12][C:7]=2[CH:6]=1)=[O:4].[Li+].[OH-].